Dataset: Full USPTO retrosynthesis dataset with 1.9M reactions from patents (1976-2016). Task: Predict the reactants needed to synthesize the given product. (1) Given the product [ClH:1].[CH3:3][O:2][N:4]=[C:19]([C:15]1[CH:16]=[N:17][CH:18]=[C:13]([C:12]#[C:11][C:5]2[CH:10]=[CH:9][CH:8]=[CH:7][CH:6]=2)[CH:14]=1)[CH3:20], predict the reactants needed to synthesize it. The reactants are: [ClH:1].[O:2]([NH2:4])[CH3:3].[C:5]1([C:11]#[C:12][C:13]2[CH:14]=[C:15]([C:19](=O)[CH3:20])[CH:16]=[N:17][CH:18]=2)[CH:10]=[CH:9][CH:8]=[CH:7][CH:6]=1.C(=O)([O-])[O-].[K+].[K+]. (2) Given the product [C:15]([C:19]1[O:20][C:21]2[C:27]([S:28]([N:12]3[CH2:13][CH2:14][N:9]([CH3:8])[CH2:10][CH2:11]3)(=[O:30])=[O:29])=[C:26]([Cl:32])[CH:25]=[CH:24][C:22]=2[N:23]=1)([CH3:18])([CH3:16])[CH3:17], predict the reactants needed to synthesize it. The reactants are: C(N(CC)CC)C.[CH3:8][N:9]1[CH2:14][CH2:13][NH:12][CH2:11][CH2:10]1.[C:15]([C:19]1[O:20][C:21]2[C:27]([S:28](Cl)(=[O:30])=[O:29])=[C:26]([Cl:32])[CH:25]=[CH:24][C:22]=2[N:23]=1)([CH3:18])([CH3:17])[CH3:16].O.